Dataset: Full USPTO retrosynthesis dataset with 1.9M reactions from patents (1976-2016). Task: Predict the reactants needed to synthesize the given product. (1) Given the product [NH:1]1[CH2:6][CH2:5][CH:4]([CH2:7][NH:8][C:9]([N:11]2[C:32]3[CH:31]=[CH:30][CH:29]=[CH:28][C:27]=3[N:13]([CH:14]([CH3:15])[CH3:19])[C:12]2=[O:21])=[O:10])[CH2:3][CH2:2]1.[O:25]1[CH:23]([CH2:22][O:26][C:27]2[CH:28]=[CH:29][CH:30]=[CH:31][CH:32]=2)[CH2:24]1, predict the reactants needed to synthesize it. The reactants are: [NH:1]1[CH2:6][CH2:5][CH:4]([CH2:7][NH:8][C:9]([N:11]2[C:15]3C=CC=[CH:19][C:14]=3[N:13](C)[C:12]2=[O:21])=[O:10])[CH2:3][CH2:2]1.[CH2:22]([O:26][C:27]1[CH:32]=[CH:31][C:30](C(C)(C)C)=[CH:29][CH:28]=1)[CH:23]1[O:25][CH2:24]1. (2) Given the product [ClH:1].[CH3:20][C@@H:8]1[CH2:9][NH:10][CH2:11][CH2:12][N:7]1[CH2:6][CH:5]([N:21]1[CH:25]=[C:24]([C:26]2[C:27]3[CH:34]=[CH:33][N:32]([CH2:35][O:36][CH2:37][CH2:38][Si:39]([CH3:41])([CH3:40])[CH3:42])[C:28]=3[N:29]=[CH:30][N:31]=2)[CH:23]=[N:22]1)[CH2:4][C:2]#[N:3], predict the reactants needed to synthesize it. The reactants are: [ClH:1].[C:2]([CH2:4][CH:5]([N:21]1[CH:25]=[C:24]([C:26]2[C:27]3[CH:34]=[CH:33][N:32]([CH2:35][O:36][CH2:37][CH2:38][Si:39]([CH3:42])([CH3:41])[CH3:40])[C:28]=3[N:29]=[CH:30][N:31]=2)[CH:23]=[N:22]1)[CH2:6][N:7]1[CH2:12][CH2:11][N:10](C(OC(C)(C)C)=O)[CH2:9][C@H:8]1[CH3:20])#[N:3]. (3) Given the product [CH:24]1([N:30]2[C:19]([OH:21])=[C:13]([C:14]([NH:33][CH2:34][C:35]([OH:37])=[O:36])=[O:16])[C:11](=[O:12])[N:10]([CH2:9][C:3]3[CH:4]=[CH:5][CH:6]=[CH:7][CH:8]=3)[C:31]2=[O:32])[CH2:29][CH2:28][CH2:27][CH2:26][CH2:25]1, predict the reactants needed to synthesize it. The reactants are: [H-].[Na+].[C:3]1([CH2:9][NH:10][C:11]([CH:13]([C:19]([O:21]CC)=O)[C:14]([O:16]CC)=O)=[O:12])[CH:8]=[CH:7][CH:6]=[CH:5][CH:4]=1.[CH:24]1([N:30]=[C:31]=[O:32])[CH2:29][CH2:28][CH2:27][CH2:26][CH2:25]1.[NH2:33][CH2:34][C:35]([OH:37])=[O:36].Cl. (4) The reactants are: [CH3:1][S:2](Cl)(=[O:4])=[O:3].[Cl:6][C:7]1[CH:8]=[C:9]([S:13]([NH:16][C:17]2[CH:22]=[C:21]([CH3:23])[N:20]=[C:19]3[S:24][C:25]([C:35]#[C:36][CH2:37][OH:38])=[C:26]([C:27]4[CH:32]=[CH:31][CH:30]=[C:29]([O:33][CH3:34])[CH:28]=4)[C:18]=23)(=[O:15])=[O:14])[CH:10]=[CH:11][CH:12]=1.CCN(C(C)C)C(C)C. Given the product [CH3:1][S:2]([O:38][CH2:37][C:36]#[C:35][C:25]1[S:24][C:19]2=[N:20][C:21]([CH3:23])=[CH:22][C:17]([NH:16][S:13]([C:9]3[CH:10]=[CH:11][CH:12]=[C:7]([Cl:6])[CH:8]=3)(=[O:15])=[O:14])=[C:18]2[C:26]=1[C:27]1[CH:32]=[CH:31][CH:30]=[C:29]([O:33][CH3:34])[CH:28]=1)(=[O:4])=[O:3], predict the reactants needed to synthesize it.